From a dataset of Experimentally validated miRNA-target interactions with 360,000+ pairs, plus equal number of negative samples. Binary Classification. Given a miRNA mature sequence and a target amino acid sequence, predict their likelihood of interaction. (1) The miRNA is hsa-miR-100-3p with sequence CAAGCUUGUAUCUAUAGGUAUG. The protein sequence of the target gene is MGPLSARLLMQRGRPKSDRLGKIRSLDLSGLELLSEHLDPKLLCRLTQLQELDLSNNHLETLPDNLGLSHLRVLRCANNQLGDVTALCQFPKLEELSLEGNPFLTVNDNLKVSFLLPTLRKVNGKDASSTYSQVENLNRELTSRVTAHWEKFMATLGPEEEAEKAQADFVKSAVRDVRYGPESLSEFTQWRVRMISEELVAASRTQVQKANSPEKPPEAGAAHKPRARLAALKRPDDVPLSLSPSKRACASPSAQVEGSPVAGSDGSQPAVKLEPLHFLQCHSKNNSPQDLETQLWACAF.... Result: 0 (no interaction). (2) The miRNA is hsa-let-7f-2-3p with sequence CUAUACAGUCUACUGUCUUUCC. The protein sequence of the target gene is MEAIWLYQFRLIVIGDSTVGKSCLIRRFTEGRFAQVSDPTVGVDFFSRLVEIEPGKRIKLQIWDTAGQERFRSITRAYYRNSVGGLLLFDITNRRSFQNVHEWLEETKVHVQPYQIVFVLVGHKCDLDTQRQVTRHEAEKLAAAYGMKYIETSARDAINVEKAFTDLTRDIYELVKRGEITIQEGWEGVKSGFVPNVVHSSEEVVKSERRCLC. Result: 1 (interaction). (3) The miRNA is ath-miR172b-3p with sequence AGAAUCUUGAUGAUGCUGCAU. The protein sequence of the target gene is MPRYTVHVRGEWLAVPCQDAQLTVGWLGREAVRRYIKNKPDNGGFTSVDDAHFLVRRCKGLGLLDNEDRLEVALENNEFVEVVIEGDAMSPDFIPSQPEGVYLYSKYREPEKYIELDGDRLTTEDLVNLGKGRYKIKLTPTAEKRVQKSREVIDSIIKEKTVVYGITTGFGKFARTVIPINKLQELQVNLVRSHSSGVGKPLSPERCRMLLALRINVLAKGYSGISLETLKQVIEMFNASCLPYVPEKGTVGASGDLAPLSHLALGLVGEGKMWSPKSGWADAKYVLEAHGLKPVILKPK.... Result: 0 (no interaction). (4) The miRNA is mmu-miR-130b-3p with sequence CAGUGCAAUGAUGAAAGGGCAU. The protein sequence of the target gene is MARATNLNAAPSAGASGPPDSLPSTLAPPSPGSPAALPRASTPCGLSGFSGLNIRSTSSMLTKPLQGHPSPPVTPTQPPGGKDRAAFEAEYRLGPLLGKGGFGTVFAGHRVTDRRQVAIKVISRNRVLGWSTVSDSVTCPLEVALLWKVGEGNGHPGVIRLLDWFETPEGFMLVLERPMPAQDLFDYITEKGPLGESCSRSFFTQVVAAVQHCHARGVVHRDIKDENILIDLCRGSIKLIDFGSGALLHDEPYTDFDGTRVYSPPEWISRHQYHALPATVWSLGVLLYDMVCGDIPFERD.... Result: 0 (no interaction). (5) The miRNA is mmu-miR-29b-3p with sequence UAGCACCAUUUGAAAUCAGUGUU. The protein sequence of the target gene is MARGSALPRRPLLCIPAVWAAAALLLSVSRTSGEVEVLDPNDPLGPLDGQDGPIPTLKGYFLNFLEPVNNITIVQGQTAILHCKVAGNPPPNVRWLKNDAPVVQEPRRIIIRKTEYGSRLRIQDLDTTDTGYYQCVATNGMKTITATGVLFVRLGPTHSPNHNFQDDYHEDGFCQPYRGIACARFIGNRTIYVDSLQMQGEIENRITAAFTMIGTSTHLSDQCSQFAIPSFCHFVFPLCDARSRTPKPRELCRDECEVLESDLCRQEYTIARSNPLILMRLQLPKCEALPMPESPDAANC.... Result: 0 (no interaction). (6) The miRNA is hsa-miR-3190-3p with sequence UGUGGAAGGUAGACGGCCAGAGA. The protein sequence of the target gene is MASVASCDSRPSSDELPGDPSSQEEDEDYDFEDRVSDSGSYSSASSDYDDLEPEWLDSVQKNGELFYLELSEDEEESLLPETPTVNHVRFSENEIIIEDDYKERKKYEPKLKQFTKILRRKRLLPKRCNKKNSNDNGPVSILKHQSNQKTGVIVQQRYKDVNVYVNPKKLTVIKAKEQLKLLEVLVGIIHQTKWSWRRTGKQGDGERLVVHGLLPGGSAMKSGQVLIGDVLVAVNDVDVTTENIERVLSCIPGPMQVKLTFENAYDVKRETSHPRQKKTQSNTSDLVKLLWGEEVEGIQQ.... Result: 1 (interaction). (7) The miRNA is cel-miR-234-3p with sequence UUAUUGCUCGAGAAUACCCUU. The protein sequence of the target gene is MDYYYCPSLLKLLRYLWNQLKQCFSRRAPEAKDTDTLVQEADSQYGTWADQHQNGGSFGPESPSPDSSAASVGKQPPGSHLSSYTESTSVEQRDSSRDRRSSSVDRSSSELESTDGPEGPPPSDVCPAQEDDFSFIHQTSVLDSSALKTRVQLSKRSRRRAPISHSLRRSQFSESESRSPLEEESHSTWMFKDSTEEKSPRRDESDEEPPRVERTPVSHPQRMPVFPGMDPAVLKAQLPKRSEVDSPGDSLSWTPQPKSPKSPFHPGVLGSRVLPPSTEKEERSEECSPQWLKELKSKKR.... Result: 0 (no interaction). (8) The miRNA is rno-miR-203a-3p with sequence GUGAAAUGUUUAGGACCACUAG. The protein sequence of the target gene is MSWGTELWDQFDNLEKHTQWGIDILEKYIKFVKERTEIELSYAKQLRNLSKKYQPKKNSKEEEEYKYTACKAFLSTLNEMNDYAGQHEVISENMTSQITVDLMRYVQELKQERKSNFHDGRKAQQHIETCWKQLESSKRRFERDCKEADRAQQYFEKMDADINVTKADVEKARQQAQIRQQMAEDSKADYSLILQRFNQEQWEYYHTHIPNIFQKIQEMEERRIVRIGESMKTYAEVDRQVIPIIGKCLDGIVKAAESIDQKNDSQLVVEAYKSGFEPPGDIEFEDYTQPMKRTVSDNSL.... Result: 0 (no interaction). (9) The miRNA is hsa-miR-370-5p with sequence CAGGUCACGUCUCUGCAGUUAC. The protein sequence of the target gene is MSKISQQNSTPGVNGISVIHTQAHASGLQQVPQLVPAGPGGGGKAVAPSKQSKKSSPMDRNSDEYRQRRERNNMAVKKSRLKSKQKAQDTLQRVNQLKEENERLEAKIKLLTKELSVLKDLFLEHAHNLADNVQSISTENTTADGDNAGQ. Result: 0 (no interaction). (10) The miRNA is hsa-miR-376a-3p with sequence AUCAUAGAGGAAAAUCCACGU. The protein sequence of the target gene is MELRRGGVGNQAAGRRMDGDCRDGGCGSKDAGSEDYENLPTSASVSTHMTAGAMAGILEHSIMYPVDSVKTRMQSLNPDPKARYTSIYGALKRIMHTEGFWRPLRGLNVMMMGAGPAHAMYFACYENMKRTLNDVFSHQGNSHLANGVAGSMATLLHDAVMNPAEVVKQRLQMYNSQHQSAFSCIRTVWRTEGLGAFYRSYTTQLTMNIPFQSIHFITYEFLQEQVNPRRDYNPQSHIISGGLAGALAAAATTPLDVCKTLLNTQENMALSLANVSGRLSGMANAFRTVYQLNGLAGYFK.... Result: 0 (no interaction).